This data is from CYP3A4 inhibition data for predicting drug metabolism from PubChem BioAssay. The task is: Regression/Classification. Given a drug SMILES string, predict its absorption, distribution, metabolism, or excretion properties. Task type varies by dataset: regression for continuous measurements (e.g., permeability, clearance, half-life) or binary classification for categorical outcomes (e.g., BBB penetration, CYP inhibition). Dataset: cyp3a4_veith. (1) The compound is CCc1c(C)c2c(C)[nH]nc2oc1=O. The result is 0 (non-inhibitor). (2) The compound is CCc1c(C)nc2ccc(Br)cc2c1Cl. The result is 0 (non-inhibitor). (3) The compound is Cc1ccc2ncc([N+](=O)[O-])n2c1. The result is 0 (non-inhibitor).